From a dataset of Forward reaction prediction with 1.9M reactions from USPTO patents (1976-2016). Predict the product of the given reaction. (1) Given the reactants Cl[C:2]1[CH:13]=[C:6]2[N:7]([CH3:12])[CH:8]([CH3:11])[CH2:9][CH2:10][N:5]2[C:4](=[O:14])[N:3]=1.[Cl:15][C:16]1[CH:21]=[CH:20][C:19]([CH2:22][OH:23])=[CH:18][CH:17]=1, predict the reaction product. The product is: [Cl:15][C:16]1[CH:21]=[CH:20][C:19]([CH2:22][O:23][C:2]2[CH:13]=[C:6]3[N:7]([CH3:12])[CH:8]([CH3:11])[CH2:9][CH2:10][N:5]3[C:4](=[O:14])[N:3]=2)=[CH:18][CH:17]=1. (2) Given the reactants Br[C:2]1[CH:3]=[C:4]2[C:9](=[C:10]([O:12][CH2:13][O:14][CH2:15][CH2:16][Si:17]([CH3:20])([CH3:19])[CH3:18])[CH:11]=1)[N:8]=[CH:7][N:6]([CH2:21][O:22][CH2:23][CH2:24][Si:25]([CH3:28])([CH3:27])[CH3:26])[C:5]2=[O:29].[B:30]1([B:30]2[O:34][C:33]([CH3:36])([CH3:35])[C:32]([CH3:38])([CH3:37])[O:31]2)[O:34][C:33]([CH3:36])([CH3:35])[C:32]([CH3:38])([CH3:37])[O:31]1.C([O-])(=O)C.[K+], predict the reaction product. The product is: [CH3:37][C:32]1([CH3:38])[C:33]([CH3:36])([CH3:35])[O:34][B:30]([C:2]2[CH:3]=[C:4]3[C:9](=[C:10]([O:12][CH2:13][O:14][CH2:15][CH2:16][Si:17]([CH3:20])([CH3:19])[CH3:18])[CH:11]=2)[N:8]=[CH:7][N:6]([CH2:21][O:22][CH2:23][CH2:24][Si:25]([CH3:28])([CH3:27])[CH3:26])[C:5]3=[O:29])[O:31]1. (3) Given the reactants [CH2:1]([O:4][CH2:5][CH:6]([OH:9])[CH2:7][OH:8])[CH:2]=[CH2:3].S(O[CH2:15][CH2:16][CH2:17][CH2:18][CH2:19][CH2:20][CH2:21][CH2:22]/[CH:23]=[CH:24]\[CH2:25]/[CH:26]=[CH:27]\[CH2:28][CH2:29][CH2:30][CH2:31][CH3:32])(=O)(=O)C.[OH-].[Na+], predict the reaction product. The product is: [CH2:1]([O:4][CH2:5][CH:6]([O:9][CH2:15][CH2:16][CH2:17][CH2:18][CH2:19][CH2:20][CH2:21][CH2:22]/[CH:23]=[CH:24]\[CH2:25]/[CH:26]=[CH:27]\[CH2:28][CH2:29][CH2:30][CH2:31][CH3:32])[CH2:7][O:8][CH2:15][CH2:16][CH2:17][CH2:18][CH2:19][CH2:20][CH2:21][CH2:22]/[CH:23]=[CH:24]\[CH2:25]/[CH:26]=[CH:27]\[CH2:28][CH2:29][CH2:30][CH2:31][CH3:32])[CH:2]=[CH2:3]. (4) Given the reactants [NH:1]1[C:5]2=[N:6][CH:7]=[CH:8][CH:9]=[C:4]2[CH:3]=[CH:2]1.[C:10]([O:14][C:15](=[O:34])[N:16]([CH2:26][C:27]1[CH:32]=[CH:31][C:30]([Cl:33])=[CH:29][CH:28]=1)[C:17]1[CH:22]=[CH:21][C:20]([CH:23]=[O:24])=[C:19](F)[N:18]=1)([CH3:13])([CH3:12])[CH3:11].[OH-:35].[K+].O.[CH3:38]O, predict the reaction product. The product is: [C:10]([O:14][C:15](=[O:34])[N:16]([CH2:26][C:27]1[CH:32]=[CH:31][C:30]([Cl:33])=[CH:29][CH:28]=1)[C:17]1[CH:22]=[CH:21][C:20]([CH:23]([OH:24])[C:3]2[C:4]3[C:5](=[N:6][CH:7]=[CH:8][CH:9]=3)[NH:1][CH:2]=2)=[C:19]([O:35][CH3:38])[N:18]=1)([CH3:13])([CH3:12])[CH3:11]. (5) Given the reactants Cl[C:2]1[N:10]=[C:9]([C:11]#[C:12][CH:13]([OH:15])[CH3:14])[N:8]=[C:7]2[C:3]=1[N:4]=[CH:5][N:6]2[CH3:16].O.[NH3:18], predict the reaction product. The product is: [NH2:18][C:2]1[N:10]=[C:9]([C:11]#[C:12][CH:13]([OH:15])[CH3:14])[N:8]=[C:7]2[C:3]=1[N:4]=[CH:5][N:6]2[CH3:16]. (6) The product is: [NH2:8][C:9]1[S:13][N:12]=[C:11](/[C:14](=[N:45]/[O:46][C:47]([C:50]([OH:52])=[O:51])([CH3:48])[CH3:49])/[C:15]([NH:17][C@@H:18]2[C:43](=[O:44])[N:20]3[C:21]([C:27]([O-:29])=[O:28])=[C:22]([CH2:25][N+:63]4[N:64]([CH3:65])[C:60]([NH2:59])=[C:61]([NH:66][C:67]([NH:69][CH2:70][CH2:71][CH2:72][NH2:73])=[O:68])[CH:62]=4)[CH2:23][S:24][C@H:19]23)=[O:16])[N:10]=1. Given the reactants C(OC([NH:8][C:9]1[S:13][N:12]=[C:11](/[C:14](=[N:45]/[O:46][C:47]([C:50]([O:52]C(C)(C)C)=[O:51])([CH3:49])[CH3:48])/[C:15]([NH:17][C@@H:18]2[C:43](=[O:44])[N:20]3[C:21]([C:27]([O:29]C(C4C=CC=CC=4)C4C=CC=CC=4)=[O:28])=[C:22]([CH2:25]Cl)[CH2:23][S:24][C@H:19]23)=[O:16])[N:10]=1)=O)(C)(C)C.[I-].[Na+].[NH2:59][C:60]1[N:64]([CH3:65])[N:63]=[CH:62][C:61]=1[NH:66][C:67]([NH:69][CH2:70][CH2:71][CH2:72][NH:73]C(OC(C)(C)C)=O)=[O:68].C(OCC)(=O)C, predict the reaction product.